From a dataset of Full USPTO retrosynthesis dataset with 1.9M reactions from patents (1976-2016). Predict the reactants needed to synthesize the given product. (1) The reactants are: [N:1]1([C:6]2[CH:7]=[CH:8][C:9]([CH2:12][C:13]([O:15]CC)=[O:14])=[N:10][CH:11]=2)[CH:5]=[N:4][N:3]=[N:2]1.[Li+].[OH-].C(O)(=O)CC(CC(O)=O)(C(O)=O)O. Given the product [N:1]1([C:6]2[CH:7]=[CH:8][C:9]([CH2:12][C:13]([OH:15])=[O:14])=[N:10][CH:11]=2)[CH:5]=[N:4][N:3]=[N:2]1, predict the reactants needed to synthesize it. (2) The reactants are: [CH3:1][C:2]1[CH:7]=[C:6]([C:8]#[C:9][C:10]2[N:11]=[C:12]([CH3:15])[NH:13][CH:14]=2)[CH:5]=[CH:4][N:3]=1.[CH2:16](Br)[C:17]1[CH:22]=[CH:21][CH:20]=[CH:19][CH:18]=1. Given the product [CH2:16]([N:13]1[CH:14]=[C:10]([C:9]#[C:8][C:6]2[CH:5]=[CH:4][N:3]=[C:2]([CH3:1])[CH:7]=2)[N:11]=[C:12]1[CH3:15])[C:17]1[CH:22]=[CH:21][CH:20]=[CH:19][CH:18]=1, predict the reactants needed to synthesize it. (3) Given the product [O:20]1[CH:19]=[CH:18][CH:17]=[C:16]1[CH:15]=[CH:6][C:4](=[O:5])[C:3](=[CH:4][C:3]1[O:12][CH:9]=[CH:1][CH:2]=1)[CH2:2][C:1]([OH:8])=[O:7], predict the reactants needed to synthesize it. The reactants are: [C:1]([OH:8])(=[O:7])[CH2:2][CH2:3][C:4]([CH3:6])=[O:5].[C:9](=[O:12])([O-])[O-].[Na+].[Na+].[CH:15](=O)[C:16]1[O:20][CH:19]=[CH:18][CH:17]=1.Cl. (4) Given the product [C:15]([O:14][C:12]([N:19]1[CH2:24][CH2:23][N:22]([C:2]2[CH:3]=[C:4]3[C:9](=[CH:10][CH:11]=2)[N:8]=[CH:7][CH:6]=[CH:5]3)[CH2:21][CH2:20]1)=[O:13])([CH3:18])([CH3:16])[CH3:17], predict the reactants needed to synthesize it. The reactants are: Br[C:2]1[CH:3]=[C:4]2[C:9](=[CH:10][CH:11]=1)[N:8]=[CH:7][CH:6]=[CH:5]2.[C:12]([N:19]1[CH2:24][CH2:23][NH:22][CH2:21][CH2:20]1)([O:14][C:15]([CH3:18])([CH3:17])[CH3:16])=[O:13].C1(P(C2C=CC=CC=2)C2C=CC3C(=CC=CC=3)C=2C2C3C(=CC=CC=3)C=CC=2P(C2C=CC=CC=2)C2C=CC=CC=2)C=CC=CC=1.CC(C)([O-])C.[Na+].